This data is from Full USPTO retrosynthesis dataset with 1.9M reactions from patents (1976-2016). The task is: Predict the reactants needed to synthesize the given product. (1) Given the product [CH3:8][O:9][C:10](=[O:27])[C:11]1[CH:16]=[CH:15][C:14]([O:17][CH2:18][C:19]([OH:21])=[O:20])=[C:13]([CH3:26])[CH:12]=1, predict the reactants needed to synthesize it. The reactants are: FC(F)(F)C(O)=O.[CH3:8][O:9][C:10](=[O:27])[C:11]1[CH:16]=[CH:15][C:14]([O:17][CH2:18][C:19]([O:21]C(C)(C)C)=[O:20])=[C:13]([CH3:26])[CH:12]=1. (2) Given the product [C:19]([C:23]1[CH:28]=[CH:27][C:26]([S:29]([N:11]([C:12]2[CH:17]=[CH:16][C:15]([CH3:18])=[CH:14][CH:13]=2)[CH2:2][C:3]([N:8]([CH2:9][CH3:10])[CH2:6][CH3:7])=[O:4])(=[O:31])=[O:30])=[CH:25][CH:24]=1)([CH3:22])([CH3:20])[CH3:21], predict the reactants needed to synthesize it. The reactants are: Br[CH2:2][C:3](Br)=[O:4].[CH2:6]([NH:8][CH2:9][CH3:10])[CH3:7].[NH2:11][C:12]1[CH:17]=[CH:16][C:15]([CH3:18])=[CH:14][CH:13]=1.[C:19]([C:23]1[CH:28]=[CH:27][C:26]([S:29](Cl)(=[O:31])=[O:30])=[CH:25][CH:24]=1)([CH3:22])([CH3:21])[CH3:20]. (3) The reactants are: [CH3:1][C:2]1[C:6]([C:7]2[O:8][C:9]3[CH:15]=[CH:14][C:13]([C:16]([CH3:21])([CH3:20])[C:17]([OH:19])=O)=[CH:12][C:10]=3[CH:11]=2)=[C:5]([CH3:22])[O:4][N:3]=1.Cl.[Cl:24][C:25]1[CH:30]=[CH:29][C:28]([CH:31]([C:33]2[CH:38]=[CH:37][CH:36]=[CH:35][CH:34]=2)[NH2:32])=[CH:27][CH:26]=1. Given the product [Cl:24][C:25]1[CH:26]=[CH:27][C:28]([CH:31]([C:33]2[CH:34]=[CH:35][CH:36]=[CH:37][CH:38]=2)[NH:32][C:17](=[O:19])[C:16]([C:13]2[CH:14]=[CH:15][C:9]3[O:8][C:7]([C:6]4[C:2]([CH3:1])=[N:3][O:4][C:5]=4[CH3:22])=[CH:11][C:10]=3[CH:12]=2)([CH3:21])[CH3:20])=[CH:29][CH:30]=1, predict the reactants needed to synthesize it. (4) Given the product [Cl:29][C:27]1[C:26]([O:30][CH3:31])=[CH:25][C:3]([O:4][CH2:5][CH2:6][CH2:7][N:8]2[CH2:13][CH2:12][C:11]([CH2:15][C:16]3[CH:21]=[CH:20][C:19]([Cl:22])=[CH:18][CH:17]=3)([OH:14])[C:10]([CH3:24])([CH3:23])[CH2:9]2)=[C:2]([NH:1][C:34]([NH2:35])=[O:32])[CH:28]=1, predict the reactants needed to synthesize it. The reactants are: [NH2:1][C:2]1[CH:28]=[C:27]([Cl:29])[C:26]([O:30][CH3:31])=[CH:25][C:3]=1[O:4][CH2:5][CH2:6][CH2:7][N:8]1[CH2:13][CH2:12][C:11]([CH2:15][C:16]2[CH:21]=[CH:20][C:19]([Cl:22])=[CH:18][CH:17]=2)([OH:14])[C:10]([CH3:24])([CH3:23])[CH2:9]1.[O:32]([C:34]#[N:35])[K].CC(O)=O.